Task: Predict the reaction yield, written as a fraction of the theoretical maximum amount of product (1.0 means a 100% yield; for example, 0.34 means a 34% yield).. Dataset: Reaction yield outcomes from USPTO patents with 853,638 reactions (1) The reactants are [F:1][C:2]1[CH:3]=[CH:4][CH:5]=[C:6]2[C:10]=1[NH:9][C:8](=O)[C:7]2([CH3:13])[CH3:12].COCCO[AlH2-]OCCOC.[Na+].[OH-].[Na+].O. The catalyst is C1(C)C=CC=CC=1. The product is [F:1][C:2]1[CH:3]=[CH:4][CH:5]=[C:6]2[C:10]=1[NH:9][CH2:8][C:7]2([CH3:13])[CH3:12]. The yield is 0.820. (2) The reactants are [N-:1]([S:9]([C:12]([F:15])([F:14])[F:13])(=[O:11])=[O:10])[S:2]([C:5]([F:8])([F:7])[F:6])(=[O:4])=[O:3].[Li+].[Br-].[CH2:18]([NH3+:32])[CH2:19][CH2:20][CH2:21][CH2:22][CH2:23][CH2:24][CH2:25][CH2:26][CH2:27][CH2:28][CH2:29][CH2:30][CH3:31]. The catalyst is CC(C)=O. The product is [N-:1]([S:2]([C:5]([F:8])([F:6])[F:7])(=[O:4])=[O:3])[S:9]([C:12]([F:15])([F:14])[F:13])(=[O:11])=[O:10].[CH2:18]([NH3+:32])[CH2:19][CH2:20][CH2:21][CH2:22][CH2:23][CH2:24][CH2:25][CH2:26][CH2:27][CH2:28][CH2:29][CH2:30][CH3:31]. The yield is 0.920. (3) The reactants are C(O)(C(F)(F)F)=O.C(OC([N:15]1[CH2:20][CH2:19][N:18]([CH2:21][C:22]2[N:23]([CH3:48])[C:24]3[C:29]([N:30]=2)=[C:28]([N:31]2[CH2:36][CH2:35][O:34][CH2:33][CH2:32]2)[N:27]=[C:26]([N:37]2[C:41]4[CH:42]=[CH:43][CH:44]=[CH:45][C:40]=4[N:39]=[C:38]2[CH2:46][CH3:47])[N:25]=3)[CH2:17][C:16]1([CH3:50])[CH3:49])=O)(C)(C)C. The catalyst is C(Cl)Cl. The product is [CH3:50][C:16]1([CH3:49])[NH:15][CH2:20][CH2:19][N:18]([CH2:21][C:22]2[N:23]([CH3:48])[C:24]3[C:29]([N:30]=2)=[C:28]([N:31]2[CH2:36][CH2:35][O:34][CH2:33][CH2:32]2)[N:27]=[C:26]([N:37]2[C:41]4[CH:42]=[CH:43][CH:44]=[CH:45][C:40]=4[N:39]=[C:38]2[CH2:46][CH3:47])[N:25]=3)[CH2:17]1. The yield is 0.220. (4) The product is [Cl:3][C:4]1[N:5]=[C:6]2[CH:11]=[CH:10][CH:9]=[CH:8][N:7]2[C:12]=1[CH2:13][OH:14]. The reactants are [BH4-].[Na+].[Cl:3][C:4]1[N:5]=[C:6]2[CH:11]=[CH:10][CH:9]=[CH:8][N:7]2[C:12]=1[CH:13]=[O:14].O. The yield is 0.780. The catalyst is CCO. (5) The reactants are [OH:1][CH2:2][CH2:3][C@@H:4]1[CH2:15][CH2:14][C:13]2[S:12][C:11]3[N:10]=[CH:9][N:8]=[C:7]([O:16][CH:17]4[CH2:22][CH2:21][CH:20]([N:23]([CH3:31])[C:24](=[O:30])[O:25][C:26]([CH3:29])([CH3:28])[CH3:27])[CH2:19][CH2:18]4)[C:6]=3[C:5]1=2.[Cr](O[Cr]([O-])(=O)=O)([O-])(=O)=[O:33].[NH+]1C=CC=CC=1.[NH+]1C=CC=CC=1. The catalyst is CN(C=O)C. The product is [C:26]([O:25][C:24]([N:23]([CH3:31])[CH:20]1[CH2:19][CH2:18][CH:17]([O:16][C:7]2[C:6]3[C:5]4[C@H:4]([CH2:3][C:2]([OH:33])=[O:1])[CH2:15][CH2:14][C:13]=4[S:12][C:11]=3[N:10]=[CH:9][N:8]=2)[CH2:22][CH2:21]1)=[O:30])([CH3:28])([CH3:27])[CH3:29]. The yield is 0.700. (6) The reactants are [Cl:1][C:2]1[CH:18]=[C:17]([N+:19]([O-])=O)[CH:16]=[C:15]([Cl:22])[C:3]=1[O:4][C:5]1[CH:6]=[N:7][C:8]2[C:13]([CH:14]=1)=[CH:12][CH:11]=[CH:10][CH:9]=2. The catalyst is ClC1C=C([N+]([O-])=O)C=C(Cl)C=1OC1C=NC2C(C=1)=CC=CC=2.C(OCC)(=O)C.[Pt]. The product is [Cl:1][C:2]1[CH:18]=[C:17]([NH2:19])[CH:16]=[C:15]([Cl:22])[C:3]=1[O:4][C:5]1[CH:6]=[N:7][C:8]2[C:13]([CH:14]=1)=[CH:12][CH:11]=[CH:10][CH:9]=2. The yield is 0.980. (7) The reactants are Br[C:2]1[CH:3]=[C:4]([S:8]([N:11]2[CH2:16][CH2:15][N:14]([C:17]([C:19]3[CH:24]=[CH:23][CH:22]=[CH:21][CH:20]=3)=[O:18])[CH2:13][CH:12]2[CH3:25])(=[O:10])=[O:9])[CH:5]=[CH:6][CH:7]=1.[NH:26]1[CH:30]=[CH:29][N:28]=[N:27]1.[OH-].[K+].CO.C(Cl)(Cl)Cl. The catalyst is C(Cl)Cl. The product is [CH3:25][CH:12]1[N:11]([S:8]([C:4]2[CH:5]=[CH:6][CH:7]=[C:2]([N:26]3[CH:30]=[CH:29][N:28]=[N:27]3)[CH:3]=2)(=[O:10])=[O:9])[CH2:16][CH2:15][N:14]([C:17]([C:19]2[CH:24]=[CH:23][CH:22]=[CH:21][CH:20]=2)=[O:18])[CH2:13]1. The yield is 0.120. (8) The reactants are [F:1][C:2]1[CH:7]=[C:6]([F:8])[CH:5]=[CH:4][C:3]=1[NH:9][C:10]1[C:19]2[C:14](=[CH:15][C:16]([O:22][CH3:23])=[C:17]([O:20][CH3:21])[CH:18]=2)[N:13]=[N:12][C:11]=1[C:24]([O:26]CC)=O.C[N:30](C=O)C.C(N)=O.C[O-].[Na+]. The catalyst is CO.O. The product is [F:1][C:2]1[CH:7]=[C:6]([F:8])[CH:5]=[CH:4][C:3]=1[NH:9][C:10]1[C:19]2[C:14](=[CH:15][C:16]([O:22][CH3:23])=[C:17]([O:20][CH3:21])[CH:18]=2)[N:13]=[N:12][C:11]=1[C:24]([NH2:30])=[O:26]. The yield is 0.960. (9) The product is [Br:24][C:3]1[C:2]([OH:1])=[CH:11][CH:10]=[C:9]2[C:4]=1[CH2:5][CH2:6][C@H:7]([C@@:12]1([CH3:18])[CH2:16][O:15][C:14](=[O:17])[NH:13]1)[CH2:8]2. The yield is 0.950. The reactants are [OH:1][C:2]1[CH:3]=[C:4]2[C:9](=[CH:10][CH:11]=1)[CH2:8][CH:7]([C:12]1([CH3:18])[CH2:16][O:15][C:14](=[O:17])[NH:13]1)[CH2:6][CH2:5]2.CN(C)C=O.[Br:24]N1C(=O)CCC1=O. The catalyst is O. (10) The reactants are [CH2:1]([O:3][C:4]1[CH:5]=[C:6]([C:12]([OH:18])=[C:13]([C:16]#[N:17])[C:14]#[N:15])[CH:7]=[CH:8][C:9]=1[O:10][CH3:11])[CH3:2].[C:19](=O)(O)[O-].[Na+].O1CCOCC1.COS(OC)(=O)=O. The catalyst is O. The product is [CH2:1]([O:3][C:4]1[CH:5]=[C:6]([C:12]([O:18][CH3:19])=[C:13]([C:14]#[N:15])[C:16]#[N:17])[CH:7]=[CH:8][C:9]=1[O:10][CH3:11])[CH3:2]. The yield is 0.545.